Dataset: Full USPTO retrosynthesis dataset with 1.9M reactions from patents (1976-2016). Task: Predict the reactants needed to synthesize the given product. (1) Given the product [NH2:15][CH2:14][CH2:13][O:12][C:11]1[CH:16]=[CH:17][C:8]([Br:7])=[CH:9][C:10]=1[CH2:18][N:19]1[CH2:20][CH2:21][C:22]([C:26]2[CH:27]=[CH:28][C:29]([Br:32])=[CH:30][CH:31]=2)([OH:25])[CH2:23][CH2:24]1, predict the reactants needed to synthesize it. The reactants are: [H-].[H-].[H-].[H-].[Li+].[Al+3].[Br:7][C:8]1[CH:17]=[CH:16][C:11]([O:12][CH2:13][C:14]#[N:15])=[C:10]([CH2:18][N:19]2[CH2:24][CH2:23][C:22]([C:26]3[CH:31]=[CH:30][C:29]([Br:32])=[CH:28][CH:27]=3)([OH:25])[CH2:21][CH2:20]2)[CH:9]=1. (2) Given the product [NH2:1][C:2]1[CH:3]=[CH:4][C:5]([CH2:6][N:7]2[CH2:11][CH2:10][C@@H:9]([NH:12][C:13]3[N:18]=[C:17]([C:19]4[C:27]5[C:22](=[CH:23][CH:24]=[CH:25][CH:26]=5)[NH:21][CH:20]=4)[C:16]([Cl:37])=[CH:15][N:14]=3)[CH2:8]2)=[CH:38][CH:39]=1, predict the reactants needed to synthesize it. The reactants are: [NH2:1][C:2]1[CH:39]=[CH:38][C:5]([CH2:6][N:7]2[CH2:11][CH2:10][C@@H:9]([NH:12][C:13]3[N:18]=[C:17]([C:19]4[C:27]5[C:22](=[CH:23][CH:24]=[CH:25][CH:26]=5)[N:21](S(C5C=CC=CC=5)(=O)=O)[CH:20]=4)[C:16]([Cl:37])=[CH:15][N:14]=3)[CH2:8]2)=[CH:4][CH:3]=1.C([O-])([O-])=O.[K+].[K+]. (3) Given the product [C:8]([C:12]1[CH:16]=[C:15]([NH:17][C:18]([NH:46][C:39]2[C:40]3[C:45](=[CH:44][CH:43]=[CH:42][CH:41]=3)[C:36]([O:35][C:33]3[CH:32]=[CH:31][N:30]=[C:29]([Cl:28])[N:34]=3)=[CH:37][CH:38]=2)=[O:26])[N:14]([CH3:27])[N:13]=1)([CH3:9])([CH3:10])[CH3:11], predict the reactants needed to synthesize it. The reactants are: C(N(CC)CC)C.[C:8]([C:12]1[CH:16]=[C:15]([NH:17][C:18](=[O:26])OC2C=CC=CC=2)[N:14]([CH3:27])[N:13]=1)([CH3:11])([CH3:10])[CH3:9].[Cl:28][C:29]1[N:34]=[C:33]([O:35][C:36]2[C:45]3[C:40](=[CH:41][CH:42]=[CH:43][CH:44]=3)[C:39]([NH2:46])=[CH:38][CH:37]=2)[CH:32]=[CH:31][N:30]=1. (4) Given the product [CH2:8]([N:7]([C:21]1[C:17]([O:16][CH2:14][CH3:15])=[N:18][S:19](=[O:26])(=[O:25])[N:20]=1)[CH2:1][CH2:2][CH2:3][CH2:4][CH2:5][CH3:6])[CH2:9][CH2:10][CH2:11][CH2:12][CH3:13], predict the reactants needed to synthesize it. The reactants are: [CH2:1]([NH:7][CH2:8][CH2:9][CH2:10][CH2:11][CH2:12][CH3:13])[CH2:2][CH2:3][CH2:4][CH2:5][CH3:6].[CH2:14]([O:16][C:17]1[C:21](OCC)=[N:20][S:19](=[O:26])(=[O:25])[N:18]=1)[CH3:15]. (5) Given the product [C:12]([O:11][C:9]([N:16]1[CH2:24][CH2:23][CH:19]([C:20]([OH:22])=[O:21])[CH2:18][CH2:17]1)=[O:10])([CH3:13])([CH3:14])[CH3:15], predict the reactants needed to synthesize it. The reactants are: [C:9](O[C:9]([O:11][C:12]([CH3:15])([CH3:14])[CH3:13])=[O:10])([O:11][C:12]([CH3:15])([CH3:14])[CH3:13])=[O:10].[NH:16]1[CH2:24][CH2:23][CH:19]([C:20]([OH:22])=[O:21])[CH2:18][CH2:17]1.C([O-])(O)=O.[Na+]. (6) Given the product [NH:8]1[CH:12]=[C:11]([C:13]2[CH:17]=[C:16]([C:18]([O:20][CH2:21][CH3:22])=[O:19])[NH:15][N:14]=2)[N:10]=[CH:9]1, predict the reactants needed to synthesize it. The reactants are: C([N:8]1[CH:12]=[C:11]([C:13]2[CH:17]=[C:16]([C:18]([O:20][CH2:21][CH3:22])=[O:19])[NH:15][N:14]=2)[N:10]=[CH:9]1)C1C=CC=CC=1.[H][H]. (7) Given the product [Cl:1][C:2]1[C:3]([O:12][C:13]2[CH:18]=[C:17]([O:19][CH2:36][CH:37]3[CH2:41][CH2:40][CH2:39][O:38]3)[CH:16]=[CH:15][C:14]=2/[CH:20]=[CH:21]/[C:22]([O:24][CH2:25][CH3:26])=[O:23])=[N:4][CH:5]=[C:6]([C:8]([F:9])([F:11])[F:10])[CH:7]=1, predict the reactants needed to synthesize it. The reactants are: [Cl:1][C:2]1[C:3]([O:12][C:13]2[CH:18]=[C:17]([OH:19])[CH:16]=[CH:15][C:14]=2/[CH:20]=[CH:21]/[C:22]([O:24][CH2:25][CH3:26])=[O:23])=[N:4][CH:5]=[C:6]([C:8]([F:11])([F:10])[F:9])[CH:7]=1.C(=O)([O-])[O-].[K+].[K+].[I-].[Na+].Br[CH2:36][CH:37]1[CH2:41][CH2:40][CH2:39][O:38]1. (8) Given the product [O:5]([CH2:6][CH2:7][C@@H:8]1[CH2:13][N:12]([C:14]([O:16][CH2:17][C:18]2[CH:23]=[CH:22][CH:21]=[CH:20][CH:19]=2)=[O:15])[CH2:11][CH2:10][N:9]1[C:24]([O:26][C:27]([CH3:30])([CH3:29])[CH3:28])=[O:25])[C:31]1[CH:36]=[CH:35][CH:34]=[CH:33][CH:32]=1, predict the reactants needed to synthesize it. The reactants are: CS([O:5][CH2:6][CH2:7][C@@H:8]1[CH2:13][N:12]([C:14]([O:16][CH2:17][C:18]2[CH:23]=[CH:22][CH:21]=[CH:20][CH:19]=2)=[O:15])[CH2:11][CH2:10][N:9]1[C:24]([O:26][C:27]([CH3:30])([CH3:29])[CH3:28])=[O:25])(=O)=O.[C:31]1(O)[CH:36]=[CH:35][CH:34]=[CH:33][CH:32]=1.C(=O)([O-])[O-].[K+].[K+].[I-].[K+].